This data is from Forward reaction prediction with 1.9M reactions from USPTO patents (1976-2016). The task is: Predict the product of the given reaction. Given the reactants [CH2:1]([O:3][C:4]([C:6]1[CH:11]=[C:10]([O:12][C:13]2[CH:14]=[C:15]3[C:19](=[CH:20][CH:21]=2)[NH:18][CH:17]=[CH:16]3)[N:9]=[CH:8][N:7]=1)=[O:5])[CH3:2].[BH3-]C#N.[Na+].O, predict the reaction product. The product is: [CH2:1]([O:3][C:4]([C:6]1[CH:11]=[C:10]([O:12][C:13]2[CH:14]=[C:15]3[C:19](=[CH:20][CH:21]=2)[NH:18][CH2:17][CH2:16]3)[N:9]=[CH:8][N:7]=1)=[O:5])[CH3:2].